This data is from Catalyst prediction with 721,799 reactions and 888 catalyst types from USPTO. The task is: Predict which catalyst facilitates the given reaction. (1) Product: [CH3:35][O:34][C:32]1[CH:31]=[C:28]([CH:27]=[C:26]([O:25][CH3:24])[CH:33]=1)[CH2:29][O:21][C:20](=[O:22])[CH2:19][CH2:18][C:15]1[C:14]([CH3:23])=[C:13]([CH:12]=[C:6]2[C:5]3[C:9](=[CH:10][C:2]([OH:1])=[CH:3][CH:4]=3)[NH:8][C:7]2=[O:11])[NH:17][CH:16]=1. Reactant: [OH:1][C:2]1[CH:10]=[C:9]2[C:5]([C:6](=[CH:12][C:13]3[NH:17][CH:16]=[C:15]([CH2:18][CH2:19][C:20]([OH:22])=[O:21])[C:14]=3[CH3:23])[C:7](=[O:11])[NH:8]2)=[CH:4][CH:3]=1.[CH3:24][O:25][C:26]1[CH:27]=[C:28]([CH:31]=[C:32]([O:34][CH3:35])[CH:33]=1)[CH2:29]Cl.C(=O)([O-])[O-].[K+].[K+].O. The catalyst class is: 9. (2) Reactant: [C:1]([C:3]1[CH:4]=[C:5]([NH:9][C:10]([CH:12]2[CH2:14][CH2:13]2)=[O:11])[CH:6]=[CH:7][CH:8]=1)#[N:2].[H][H]. Product: [NH2:2][CH2:1][C:3]1[CH:4]=[C:5]([NH:9][C:10]([CH:12]2[CH2:14][CH2:13]2)=[O:11])[CH:6]=[CH:7][CH:8]=1. The catalyst class is: 750. (3) Reactant: [NH2:1][C:2]1[CH:3]=[C:4]([NH:13][C:14](=[O:16])[CH3:15])[CH:5]=[CH:6][C:7]=1[NH:8][CH2:9][CH:10]1[CH2:12][CH2:11]1.CCN(C(C)C)C(C)C.[CH2:26]([O:28][C:29]1[CH:34]=[CH:33][C:32]([CH2:35][C:36](O)=O)=[CH:31][CH:30]=1)[CH3:27].CN(C(ON1N=NC2C=CC=NC1=2)=[N+](C)C)C.F[P-](F)(F)(F)(F)F. Product: [CH:10]1([CH2:9][N:8]2[C:7]3[CH:6]=[CH:5][C:4]([NH:13][C:14](=[O:16])[CH3:15])=[CH:3][C:2]=3[N:1]=[C:36]2[CH2:35][C:32]2[CH:33]=[CH:34][C:29]([O:28][CH2:26][CH3:27])=[CH:30][CH:31]=2)[CH2:11][CH2:12]1. The catalyst class is: 3. (4) Reactant: [NH2:1][C:2]1[C:15]([O:16][CH3:17])=[CH:14][C:13]2[C@:12]34[CH2:18][CH2:19][N:20]([C:21]([O:23][CH2:24][C:25]5[CH:30]=[CH:29][CH:28]=[CH:27][CH:26]=5)=[O:22])[C@@H:6]([C@@H:7]3[CH2:8][CH2:9][CH2:10][CH2:11]4)[CH2:5][C:4]=2[CH:3]=1.C([O-])(O)=O.[Na+].Cl[CH2:37][CH2:38][O:39][CH2:40][CH2:41]Cl.O. Product: [CH3:17][O:16][C:15]1[C:2]([N:1]2[CH2:41][CH2:40][O:39][CH2:38][CH2:37]2)=[CH:3][C:4]2[CH2:5][C@H:6]3[N:20]([C:21]([O:23][CH2:24][C:25]4[CH:26]=[CH:27][CH:28]=[CH:29][CH:30]=4)=[O:22])[CH2:19][CH2:18][C@@:12]4([C:13]=2[CH:14]=1)[C@H:7]3[CH2:8][CH2:9][CH2:10][CH2:11]4. The catalyst class is: 3. (5) Reactant: [F:1][C:2]([F:46])([F:45])[C:3]1[CH:4]=[C:5]([CH:38]=[C:39]([C:41]([F:44])([F:43])[F:42])[CH:40]=1)[CH2:6][N:7]([CH2:20][C:21]1[CH:26]=[C:25]([C:27]([F:30])([F:29])[F:28])[CH:24]=[CH:23][C:22]=1[C:31]1[C:32]([OH:37])=[CH:33][CH:34]=[CH:35][CH:36]=1)[C:8]1[N:13]=[CH:12][C:11]([N:14]2[CH2:19][CH2:18][O:17][CH2:16][CH2:15]2)=[CH:10][N:9]=1.Br[CH2:48][CH2:49][CH2:50][C:51]([O:53][CH2:54][CH3:55])=[O:52].C(=O)([O-])[O-].[K+].[K+].O. Product: [F:46][C:2]([F:1])([F:45])[C:3]1[CH:4]=[C:5]([CH:38]=[C:39]([C:41]([F:43])([F:42])[F:44])[CH:40]=1)[CH2:6][N:7]([CH2:20][C:21]1[CH:26]=[C:25]([C:27]([F:28])([F:29])[F:30])[CH:24]=[CH:23][C:22]=1[C:31]1[CH:36]=[CH:35][CH:34]=[CH:33][C:32]=1[O:37][CH2:48][CH2:49][CH2:50][C:51]([O:53][CH2:54][CH3:55])=[O:52])[C:8]1[N:13]=[CH:12][C:11]([N:14]2[CH2:15][CH2:16][O:17][CH2:18][CH2:19]2)=[CH:10][N:9]=1. The catalyst class is: 42.